This data is from Forward reaction prediction with 1.9M reactions from USPTO patents (1976-2016). The task is: Predict the product of the given reaction. (1) Given the reactants [F:1][C:2]1[CH:7]=[C:6]([I:8])[CH:5]=[CH:4][C:3]=1[NH:9][C:10]1[CH:18]=[N:17][CH:16]=[CH:15][C:11]=1[C:12]([OH:14])=O.[N:19]1([CH2:24][CH2:25][CH2:26][NH2:27])[CH:23]=[CH:22][N:21]=[CH:20]1, predict the reaction product. The product is: [F:1][C:2]1[CH:7]=[C:6]([I:8])[CH:5]=[CH:4][C:3]=1[NH:9][C:10]1[CH:18]=[N:17][CH:16]=[CH:15][C:11]=1[C:12]([NH:27][CH2:26][CH2:25][CH2:24][N:19]1[CH:23]=[CH:22][N:21]=[CH:20]1)=[O:14]. (2) Given the reactants [F:1][C:2]1[CH:27]=[CH:26][C:5]([C:6]([NH:8][C@H:9]([C:17]([N:19]2[CH2:24][CH2:23][N:22]([CH3:25])[CH2:21][CH2:20]2)=[O:18])[CH2:10][CH2:11][CH2:12][C:13]([O:15]C)=[O:14])=[O:7])=[CH:4][CH:3]=1.[Li+].[OH-], predict the reaction product. The product is: [F:1][C:2]1[CH:27]=[CH:26][C:5]([C:6]([NH:8][C@H:9]([C:17]([N:19]2[CH2:24][CH2:23][N:22]([CH3:25])[CH2:21][CH2:20]2)=[O:18])[CH2:10][CH2:11][CH2:12][C:13]([OH:15])=[O:14])=[O:7])=[CH:4][CH:3]=1. (3) Given the reactants [H-].[Na+].[I:3][C:4]1[CH:5]=[N:6][NH:7][CH:8]=1.[C:9]([O:13][C:14]([N:16]1[CH2:21][CH2:20][CH:19](OS(C)(=O)=O)[CH2:18][CH2:17]1)=[O:15])([CH3:12])([CH3:11])[CH3:10], predict the reaction product. The product is: [I:3][C:4]1[CH:5]=[N:6][N:7]([CH:19]2[CH2:20][CH2:21][N:16]([C:14]([O:13][C:9]([CH3:12])([CH3:11])[CH3:10])=[O:15])[CH2:17][CH2:18]2)[CH:8]=1. (4) Given the reactants [CH2:1]([O:3][C:4](=[O:14])[C:5]1[CH:10]=[CH:9][C:8]([C:11]#[N:12])=[CH:7][C:6]=1[CH3:13])[CH3:2].Cl.[NH2:16][OH:17].C(=O)([O-])[O-].[Na+].[Na+], predict the reaction product. The product is: [CH2:1]([O:3][C:4](=[O:14])[C:5]1[CH:10]=[CH:9][C:8]([C:11](=[NH:12])[NH:16][OH:17])=[CH:7][C:6]=1[CH3:13])[CH3:2]. (5) Given the reactants [CH3:1][O:2][C:3]1[C:23]2[C:22]([CH3:25])([CH3:24])[N:10]3[CH2:11][CH2:12][C:13]4[C:18]([C:9]3=[CH:8][C:7]=2[CH:6]=[CH:5][C:4]=1[O:26][CH3:27])=[CH:17][C:16]1[O:19][CH2:20][O:21][C:15]=1[CH:14]=4.I[Cl:29], predict the reaction product. The product is: [Cl:29][C:6]1[C:7]2[CH:8]=[C:9]3[C:18]4[C:13](=[CH:14][C:15]5[O:21][CH2:20][O:19][C:16]=5[CH:17]=4)[CH2:12][CH2:11][N:10]3[C:22]([CH3:24])([CH3:25])[C:23]=2[C:3]([O:2][CH3:1])=[C:4]([O:26][CH3:27])[CH:5]=1. (6) Given the reactants [CH3:1][C@H:2]1[C@:19]([OH:28])([C:20]([CH2:22][O:23]P(O)(O)=O)=[O:21])[C@:18]2([CH3:29])[C@H:4]([C@H:5]3[C@:15]([F:31])([C@@H:16]([OH:30])[CH2:17]2)[C@:14]2([CH3:32])[C:8](=[CH:9][C:10]([CH:12]=[CH:13]2)=[O:11])[CH2:7][CH2:6]3)[CH2:3]1.O=C[C@@H]([C@H]([C@@H]([C@@H](CO)O)O)O)O, predict the reaction product. The product is: [CH3:1][C@H:2]1[C@:19]([OH:28])([C:20]([CH2:22][OH:23])=[O:21])[C@:18]2([CH3:29])[C@H:4]([C@H:5]3[C@:15]([F:31])([C@@H:16]([OH:30])[CH2:17]2)[C@:14]2([CH3:32])[C:8](=[CH:9][C:10]([CH:12]=[CH:13]2)=[O:11])[CH2:7][CH2:6]3)[CH2:3]1.